This data is from NCI-60 drug combinations with 297,098 pairs across 59 cell lines. The task is: Regression. Given two drug SMILES strings and cell line genomic features, predict the synergy score measuring deviation from expected non-interaction effect. (1) Drug 1: C1=CC(=CC=C1CCC2=CNC3=C2C(=O)NC(=N3)N)C(=O)NC(CCC(=O)O)C(=O)O. Drug 2: C(CCl)NC(=O)N(CCCl)N=O. Cell line: MCF7. Synergy scores: CSS=25.0, Synergy_ZIP=5.21, Synergy_Bliss=0.265, Synergy_Loewe=-13.1, Synergy_HSA=-2.90. (2) Drug 1: CN(C)C1=NC(=NC(=N1)N(C)C)N(C)C. Drug 2: CC1=C(C(CCC1)(C)C)C=CC(=CC=CC(=CC(=O)O)C)C. Cell line: NCI-H460. Synergy scores: CSS=4.17, Synergy_ZIP=-1.38, Synergy_Bliss=-4.42, Synergy_Loewe=-19.0, Synergy_HSA=-6.42. (3) Drug 1: CCC(=C(C1=CC=CC=C1)C2=CC=C(C=C2)OCCN(C)C)C3=CC=CC=C3.C(C(=O)O)C(CC(=O)O)(C(=O)O)O. Drug 2: C1=CC=C(C(=C1)C(C2=CC=C(C=C2)Cl)C(Cl)Cl)Cl. Cell line: HL-60(TB). Synergy scores: CSS=19.4, Synergy_ZIP=-4.58, Synergy_Bliss=-16.7, Synergy_Loewe=-7.25, Synergy_HSA=-16.0.